This data is from Catalyst prediction with 721,799 reactions and 888 catalyst types from USPTO. The task is: Predict which catalyst facilitates the given reaction. (1) Reactant: [CH3:1][C:2]1[NH:3][C:4]2[C:9]([CH:10]=1)=[CH:8][CH:7]=[CH:6][CH:5]=2.Br[CH2:12][C:13]([O-:15])=[O:14].C(=O)([O-])[O-].[Cs+].[Cs+].[I-].[K+].[C:24](#N)[CH3:25]. Product: [CH2:24]([O:15][C:13](=[O:14])[CH2:12][N:3]1[C:4]2[C:9](=[CH:8][CH:7]=[CH:6][CH:5]=2)[CH:10]=[C:2]1[CH3:1])[CH3:25]. The catalyst class is: 13. (2) Reactant: Cl[C:2]1[N:3]=[C:4]2[CH:9]=[CH:8][CH:7]=[CH:6][N:5]2[C:10]=1[C:11]1[N:16]=[C:15]([CH3:17])[N:14]=[C:13]([N:18]([CH2:28][C:29]2[CH:34]=[CH:33][C:32]([O:35][CH3:36])=[CH:31][CH:30]=2)[CH2:19][C:20]2[CH:25]=[CH:24][C:23]([O:26][CH3:27])=[CH:22][CH:21]=2)[N:12]=1.CC(C)([O-])C.[Na+].[F:43][C:44]1[CH:45]=[C:46]([NH2:52])[CH:47]=[N:48][C:49]=1[O:50][CH3:51]. Product: [CH3:27][O:26][C:23]1[CH:24]=[CH:25][C:20]([CH2:19][N:18]([CH2:28][C:29]2[CH:34]=[CH:33][C:32]([O:35][CH3:36])=[CH:31][CH:30]=2)[C:13]2[N:14]=[C:15]([CH3:17])[N:16]=[C:11]([C:10]3[N:5]4[CH:6]=[CH:7][CH:8]=[CH:9][C:4]4=[N:3][C:2]=3[NH:52][C:46]3[CH:47]=[N:48][C:49]([O:50][CH3:51])=[C:44]([F:43])[CH:45]=3)[N:12]=2)=[CH:21][CH:22]=1. The catalyst class is: 12.